Predict the product of the given reaction. From a dataset of Forward reaction prediction with 1.9M reactions from USPTO patents (1976-2016). Given the reactants [CH3:1][C:2]1[CH:7]=[CH:6][C:5](B2OC(C)(C)C(C)(C)O2)=[CH:4][N:3]=1.C(=O)([O-])[O-].[Na+].[Na+].[Cl:23][C:24]1[N:29]=[C:28](Cl)[CH:27]=[CH:26][N:25]=1, predict the reaction product. The product is: [Cl:23][C:24]1[N:29]=[C:28]([C:5]2[CH:4]=[N:3][C:2]([CH3:1])=[CH:7][CH:6]=2)[CH:27]=[CH:26][N:25]=1.